This data is from Catalyst prediction with 721,799 reactions and 888 catalyst types from USPTO. The task is: Predict which catalyst facilitates the given reaction. Reactant: [F:1][C:2]1[CH:7]=[CH:6][C:5]([C:8]2[C:17]([CH2:18][CH2:19][CH3:20])=[CH:16][C:15]3[C:10](=[CH:11][CH:12]=[C:13]([O:21][CH3:22])[CH:14]=3)[C:9]=2[O:23][CH2:24]OC)=[CH:4][CH:3]=1.Cl.O1CCOCC1.FC1[CH:42]=[CH:41][C:38]([CH:39]=[O:40])=[C:37]([C:43]([F:46])([F:45])[F:44])[CH:36]=1.C([O-])([O-])=O.[Cs+].[Cs+]. Product: [F:1][C:2]1[CH:3]=[CH:4][C:5]([C:8]2[C:17]([CH2:18][CH2:19][CH3:20])=[CH:16][C:15]3[C:10](=[CH:11][CH:12]=[C:13]([O:21][CH3:22])[CH:14]=3)[C:9]=2[O:23][C:24]2[CH:42]=[CH:41][C:38]([CH:39]=[O:40])=[C:37]([C:43]([F:44])([F:46])[F:45])[CH:36]=2)=[CH:6][CH:7]=1. The catalyst class is: 16.